This data is from Full USPTO retrosynthesis dataset with 1.9M reactions from patents (1976-2016). The task is: Predict the reactants needed to synthesize the given product. (1) Given the product [F:3][C:4]([F:12])([F:13])[C:5]1[CH:10]=[CH:9][CH:8]=[CH:7][C:6]=1[O:11][C:20]1[CH:19]=[CH:18][N:17]=[C:16]([C:14]#[N:15])[CH:21]=1, predict the reactants needed to synthesize it. The reactants are: [H-].[Na+].[F:3][C:4]([F:13])([F:12])[C:5]1[CH:10]=[CH:9][CH:8]=[CH:7][C:6]=1[OH:11].[C:14]([C:16]1[CH:21]=[C:20](Cl)[CH:19]=[CH:18][N:17]=1)#[N:15].[Cl-].[NH4+]. (2) Given the product [CH3:77][O:76][C:70]1[CH:69]=[C:68]([C:27]2[CH:28]=[CH:29][C:30]3[N:31]([CH:33]=[C:34]([NH:36][C:37](=[O:39])[CH3:38])[N:35]=3)[N:32]=2)[CH:73]=[N:72][C:71]=1[O:74][CH3:75], predict the reactants needed to synthesize it. The reactants are: ClC1N=CC(C2C=CC3N(C=C(NC(=O)C)N=3)N=2)=CC=1NS(C)(=O)=O.Cl[C:27]1[CH:28]=[CH:29][C:30]2[N:31]([CH:33]=[C:34]([NH:36][C:37](=[O:39])[CH3:38])[N:35]=2)[N:32]=1.B1(B2OC(C)(C)C(C)(C)O2)OC(C)(C)C(C)(C)O1.CS(C)=O.C([O-])(=O)C.[K+].Br[C:68]1[CH:69]=[C:70]([O:76][CH3:77])[C:71]([O:74][CH3:75])=[N:72][CH:73]=1.C(=O)([O-])[O-].[Na+].[Na+]. (3) The reactants are: Br[C:2]1[CH:10]=[C:9]2[C:5]([CH2:6][CH2:7][C:8]2([CH3:12])[CH3:11])=[CH:4][CH:3]=1.[B:13]1([B:13]2[O:17][C:16]([CH3:19])([CH3:18])[C:15]([CH3:21])([CH3:20])[O:14]2)[O:17][C:16]([CH3:19])([CH3:18])[C:15]([CH3:21])([CH3:20])[O:14]1.C([O-])(=O)C.[K+]. Given the product [CH3:11][C:8]1([CH3:12])[C:9]2[C:5](=[CH:4][CH:3]=[C:2]([B:13]3[O:17][C:16]([CH3:19])([CH3:18])[C:15]([CH3:21])([CH3:20])[O:14]3)[CH:10]=2)[CH2:6][CH2:7]1, predict the reactants needed to synthesize it. (4) Given the product [F:3][C:4]([F:24])([F:25])[C:5]([C:14]1[CH:15]=[C:16]([CH2:21][CH2:22][CH3:23])[C:17]([OH:20])=[C:18]([I:1])[CH:19]=1)([O:10][CH2:11][O:12][CH3:13])[C:6]([F:8])([F:7])[F:9], predict the reactants needed to synthesize it. The reactants are: [I:1]I.[F:3][C:4]([F:25])([F:24])[C:5]([C:14]1[CH:19]=[CH:18][C:17]([OH:20])=[C:16]([CH2:21][CH2:22][CH3:23])[CH:15]=1)([O:10][CH2:11][O:12][CH3:13])[C:6]([F:9])([F:8])[F:7].S([O-])([O-])(=O)=S.[Na+].[Na+]. (5) Given the product [CH3:23][N:22]([CH3:24])[C@H:19]1[CH2:20][CH2:21][C@H:16]([N:13]([CH2:14][CH3:15])[C:4]2[C:5]([CH3:12])=[C:6]([CH:11]=[C:2]([C:25]#[C:26][CH2:27][N:28]3[CH2:33][CH2:32][O:31][CH2:30][CH2:29]3)[CH:3]=2)[C:7]([O:9][CH3:10])=[O:8])[CH2:17][CH2:18]1, predict the reactants needed to synthesize it. The reactants are: Br[C:2]1[CH:3]=[C:4]([N:13]([C@H:16]2[CH2:21][CH2:20][C@H:19]([N:22]([CH3:24])[CH3:23])[CH2:18][CH2:17]2)[CH2:14][CH3:15])[C:5]([CH3:12])=[C:6]([CH:11]=1)[C:7]([O:9][CH3:10])=[O:8].[CH:25]#[C:26][CH2:27][N:28]1[CH2:33][CH2:32][O:31][CH2:30][CH2:29]1.C(N(CC)CC)C. (6) Given the product [CH:1]1([N:6]2[CH2:12][CH2:11][C:10](=[O:13])[N:9]([CH3:14])[C:8]3[CH:15]=[N:16][C:17]([NH:19][C:20]4[CH:34]=[CH:33][C:23]([C:24]([NH:26][CH:27]5[CH2:32][CH2:31][N:30]([CH:54]6[CH2:55][CH2:56][O:51][CH2:52][CH2:53]6)[CH2:29][CH2:28]5)=[O:25])=[CH:22][C:21]=4[O:35][CH3:36])=[N:18][C:7]2=3)[CH2:2][CH2:3][CH2:4][CH2:5]1, predict the reactants needed to synthesize it. The reactants are: [CH:1]1([N:6]2[CH2:12][CH2:11][C:10](=[O:13])[N:9]([CH3:14])[C:8]3[CH:15]=[N:16][C:17]([NH:19][C:20]4[CH:34]=[CH:33][C:23]([C:24]([NH:26][CH:27]5[CH2:32][CH2:31][NH:30][CH2:29][CH2:28]5)=[O:25])=[CH:22][C:21]=4[O:35][CH3:36])=[N:18][C:7]2=3)[CH2:5][CH2:4][CH2:3][CH2:2]1.C(O[BH-](OC(=O)C)OC(=O)C)(=O)C.[Na+].[O:51]1[CH2:56][CH2:55][C:54](=O)[CH2:53][CH2:52]1.C(O)(=O)C. (7) Given the product [C:1]([O:5][C:6]([C:8]1([NH:19][S:20]([C:23]2[S:24][C:25]([C:28]3[CH:33]=[CH:32][C:31]([Cl:34])=[CH:30][CH:29]=3)=[CH:26][CH:27]=2)(=[O:22])=[O:21])[CH2:10][C:9]1([CH2:17][NH:18][CH:36]([CH3:38])[CH3:35])[C:11]1[CH:12]=[CH:13][CH:14]=[CH:15][CH:16]=1)=[O:7])([CH3:4])([CH3:2])[CH3:3], predict the reactants needed to synthesize it. The reactants are: [C:1]([O:5][C:6]([C:8]1([NH:19][S:20]([C:23]2[S:24][C:25]([C:28]3[CH:33]=[CH:32][C:31]([Cl:34])=[CH:30][CH:29]=3)=[CH:26][CH:27]=2)(=[O:22])=[O:21])[CH2:10][C:9]1([CH2:17][NH2:18])[C:11]1[CH:16]=[CH:15][CH:14]=[CH:13][CH:12]=1)=[O:7])([CH3:4])([CH3:3])[CH3:2].[CH3:35][C:36]([CH3:38])=O.C(O[BH-](OC(=O)C)OC(=O)C)(=O)C.[Na+].C(=O)([O-])O.[Na+]. (8) The reactants are: [NH:1]1[CH:5]=[CH:4][N:3]=[C:2]1[C@@H:6]([NH:14][C:15](=[O:30])[CH2:16][N:17]1[C:25]2[CH2:24][CH2:23][CH2:22][CH2:21][C:20]=2[C:19]([C:26]([F:29])([F:28])[F:27])=[N:18]1)[CH2:7][C:8]1[CH:13]=[CH:12][CH:11]=[CH:10][CH:9]=1.Br[CH2:32][CH2:33][CH:34]([CH3:36])[CH3:35].C([O-])([O-])=O.[K+].[K+]. Given the product [CH2:32]([N:3]1[CH:4]=[CH:5][N:1]=[C:2]1[C@@H:6]([NH:14][C:15](=[O:30])[CH2:16][N:17]1[C:25]2[CH2:24][CH2:23][CH2:22][CH2:21][C:20]=2[C:19]([C:26]([F:27])([F:28])[F:29])=[N:18]1)[CH2:7][C:8]1[CH:9]=[CH:10][CH:11]=[CH:12][CH:13]=1)[CH2:33][CH:34]([CH3:36])[CH3:35], predict the reactants needed to synthesize it. (9) Given the product [C:4]([O:3][C:1]([NH:8][C@@H:9]([CH3:10])[C:11]([O:13][CH2:47][CH2:46][CH2:45][CH2:44][CH2:43][CH2:42][CH2:41][CH2:40][CH2:39][CH2:38][CH2:37][CH2:36][CH2:35][CH2:34][CH2:33][CH2:32][CH2:31][CH2:30][CH2:29][CH2:28][CH2:27][CH3:26])=[O:12])=[O:2])([CH3:7])([CH3:5])[CH3:6], predict the reactants needed to synthesize it. The reactants are: [C:1]([NH:8][C@H:9]([C:11]([OH:13])=[O:12])[CH3:10])([O:3][C:4]([CH3:7])([CH3:6])[CH3:5])=[O:2].C(N1C=CN=C1)(N1C=CN=C1)=O.[CH2:26](O)[CH2:27][CH2:28][CH2:29][CH2:30][CH2:31][CH2:32][CH2:33][CH2:34][CH2:35][CH2:36][CH2:37][CH2:38][CH2:39][CH2:40][CH2:41][CH2:42][CH2:43][CH2:44][CH2:45][CH2:46][CH3:47].